From a dataset of Forward reaction prediction with 1.9M reactions from USPTO patents (1976-2016). Predict the product of the given reaction. (1) Given the reactants [Cl:1][C:2]1[C:7]([B:8]2[O:12][C:11]([CH3:14])([CH3:13])[C:10]([CH3:16])([CH3:15])[O:9]2)=[CH:6][CH:5]=[CH:4][C:3]=1[OH:17].[C:18](=O)([O-])[O-].[K+].[K+].COS(OC)(=O)=O.Cl, predict the reaction product. The product is: [Cl:1][C:2]1[C:3]([O:17][CH3:18])=[CH:4][CH:5]=[CH:6][C:7]=1[B:8]1[O:12][C:11]([CH3:13])([CH3:14])[C:10]([CH3:16])([CH3:15])[O:9]1. (2) The product is: [NH4+:6].[OH-:25].[CH3:34][OH:35].[OH:32][CH:29]1[CH2:30][CH2:31][N:26]([C:24]([CH:21]2[CH2:20][CH2:19][CH:18]([NH:17][C:13]3[N:12]=[C:11]([N:6]4[C:7]5[C:3](=[C:2]([C:41]6[CH:46]=[CH:45][N:44]=[CH:43][CH:42]=6)[CH:10]=[CH:9][CH:8]=5)[CH:4]=[CH:5]4)[CH:16]=[CH:15][N:14]=3)[CH2:23][CH2:22]2)=[O:25])[CH2:27][CH2:28]1. Given the reactants Br[C:2]1[CH:10]=[CH:9][CH:8]=[C:7]2[C:3]=1[CH:4]=[CH:5][N:6]2[C:11]1[CH:16]=[CH:15][N:14]=[C:13]([NH:17][CH:18]2[CH2:23][CH2:22][CH:21]([C:24]([N:26]3[CH2:31][CH2:30][CH:29]([OH:32])[CH2:28][CH2:27]3)=[O:25])[CH2:20][CH2:19]2)[N:12]=1.C[C:34]1(C)C(C)(C)OB([C:41]2[CH:46]=[CH:45][N:44]=[CH:43][CH:42]=2)[O:35]1.C([O-])([O-])=O.[Na+].[Na+].C1(C)C=CC=CC=1, predict the reaction product. (3) The product is: [CH3:18][C:19]1[C:20]([C:41]2[CH:46]=[CH:45][CH:44]=[CH:43][CH:42]=2)=[C:21]([O:31][C:32]2[CH:40]=[CH:39][C:35]([C:36]([N:1]3[CH2:9][CH2:8][CH:4]([C:5]([OH:7])=[O:6])[CH2:3][CH2:2]3)=[O:37])=[CH:34][CH:33]=2)[C:22]2[C:27]([CH:28]=1)=[CH:26][C:25]([O:29][CH3:30])=[CH:24][CH:23]=2. Given the reactants [NH:1]1[CH2:9][CH2:8][CH:4]([C:5]([OH:7])=[O:6])[CH2:3][CH2:2]1.C(N(CC)CC)C.O.[CH3:18][C:19]1[C:20]([C:41]2[CH:46]=[CH:45][CH:44]=[CH:43][CH:42]=2)=[C:21]([O:31][C:32]2[CH:40]=[CH:39][C:35]([C:36](Cl)=[O:37])=[CH:34][CH:33]=2)[C:22]2[C:27]([CH:28]=1)=[CH:26][C:25]([O:29][CH3:30])=[CH:24][CH:23]=2, predict the reaction product. (4) Given the reactants [CH2:1]([O:3][C:4](=[O:9])/[CH:5]=[C:6](\[NH2:8])/[CH3:7])[CH3:2].[F:10][C:11]1[CH:12]=[C:13]([C:17](=O)[CH2:18][C:19](OCC)=[O:20])[CH:14]=[CH:15][CH:16]=1, predict the reaction product. The product is: [F:10][C:11]1[CH:12]=[C:13]([C:17]2[NH:8][C:6]([CH3:7])=[C:5]([C:4]([O:3][CH2:1][CH3:2])=[O:9])[C:19](=[O:20])[CH:18]=2)[CH:14]=[CH:15][CH:16]=1. (5) Given the reactants [NH2:1][C:2]1[CH:7]=[CH:6][C:5]([Cl:8])=[CH:4][C:3]=1[C:9]([C:11]1[CH:16]=[CH:15][CH:14]=[CH:13][C:12]=1[Cl:17])=[O:10].[CH3:18][O:19][C:20]1[CH:21]=[C:22]([S:28](Cl)(=[O:30])=[O:29])[CH:23]=[CH:24][C:25]=1[O:26][CH3:27], predict the reaction product. The product is: [Cl:8][C:5]1[CH:6]=[CH:7][C:2]([NH:1][S:28]([C:22]2[CH:23]=[CH:24][C:25]([O:26][CH3:27])=[C:20]([O:19][CH3:18])[CH:21]=2)(=[O:30])=[O:29])=[C:3]([C:9](=[O:10])[C:11]2[CH:16]=[CH:15][CH:14]=[CH:13][C:12]=2[Cl:17])[CH:4]=1. (6) Given the reactants [C:1]([CH2:3][N:4]1[C:8]([C:9]([O:11][CH2:12][CH3:13])=[O:10])=[CH:7][C:6]2[CH2:14][C:15]([CH3:18])([CH3:17])[CH2:16][C:5]1=2)#[N:2].[ClH:19].C(OCC)(=O)C, predict the reaction product. The product is: [ClH:19].[NH2:2][CH2:1][CH2:3][N:4]1[C:8]([C:9]([O:11][CH2:12][CH3:13])=[O:10])=[CH:7][C:6]2[CH2:14][C:15]([CH3:17])([CH3:18])[CH2:16][C:5]1=2. (7) Given the reactants [CH3:1][C:2]([CH3:13])([C:7](=O)[C:8](OC)=[O:9])[C:3]([O:5][CH3:6])=[O:4].[F:14][C:15]1[C:35]([F:36])=[CH:34][CH:33]=[CH:32][C:16]=1[CH2:17][N:18]1[C:22]2=[N:23][C:24]([CH3:27])=[N:25][CH:26]=[C:21]2[C:20]([C:28](=[NH:31])[NH:29][NH2:30])=[N:19]1, predict the reaction product. The product is: [F:14][C:15]1[C:35]([F:36])=[CH:34][CH:33]=[CH:32][C:16]=1[CH2:17][N:18]1[C:22]2=[N:23][C:24]([CH3:27])=[N:25][CH:26]=[C:21]2[C:20]([C:28]2[N:29]=[N:30][C:7]([C:2]([CH3:13])([CH3:1])[C:3]([O:5][CH3:6])=[O:4])=[C:8]([OH:9])[N:31]=2)=[N:19]1.